This data is from Peptide-MHC class II binding affinity with 134,281 pairs from IEDB. The task is: Regression. Given a peptide amino acid sequence and an MHC pseudo amino acid sequence, predict their binding affinity value. This is MHC class II binding data. (1) The peptide sequence is PAAPANPGLIIG. The MHC is DRB1_0701 with pseudo-sequence DRB1_0701. The binding affinity (normalized) is 0. (2) The peptide sequence is FHLVDFQVTIAEILI. The MHC is DRB1_0101 with pseudo-sequence DRB1_0101. The binding affinity (normalized) is 0.742.